Dataset: Full USPTO retrosynthesis dataset with 1.9M reactions from patents (1976-2016). Task: Predict the reactants needed to synthesize the given product. (1) Given the product [CH:7]1([NH:10][C:11]([C:13]2[CH:18]=[C:17]([C:19]3[C:20]([C:28]([NH:30][C:31]4[S:32][CH:33]=[CH:34][N:35]=4)=[O:29])=[CH:21][C:22]([C:25]([NH:6][CH:3]([CH2:4][CH3:5])[CH2:2][CH3:1])=[O:26])=[CH:23][CH:24]=3)[C:16]([CH3:36])=[C:15]([F:37])[CH:14]=2)=[O:12])[CH2:9][CH2:8]1, predict the reactants needed to synthesize it. The reactants are: [CH3:1][CH2:2][CH:3]([NH2:6])[CH2:4][CH3:5].[CH:7]1([NH:10][C:11]([C:13]2[CH:14]=[C:15]([F:37])[C:16]([CH3:36])=[C:17]([C:19]3[CH:24]=[CH:23][C:22]([C:25](O)=[O:26])=[CH:21][C:20]=3[C:28]([NH:30][C:31]3[S:32][CH:33]=[CH:34][N:35]=3)=[O:29])[CH:18]=2)=[O:12])[CH2:9][CH2:8]1.Cl.CN(C)CCCN=C=NCC.CCOC(C)=O. (2) The reactants are: FC(F)(F)S(O[C:7]1[CH2:12][CH2:11][CH2:10][CH:9]([N:13]([C:16]2[CH:21]=[CH:20][C:19]([C:22]#[N:23])=[C:18]([C:24]([F:27])([F:26])[F:25])[CH:17]=2)[CH2:14][CH3:15])[CH:8]=1)(=O)=O.CO[C:32]1[N:37]=[CH:36][C:35](B(O)O)=[CH:34][CH:33]=1.C1(P(C2CCCCC2)C2CCCCC2)CCCCC1.P([O-])([O-])([O-])=O.[K+].[K+].[K+].[O:68]1CCOC[CH2:69]1. Given the product [CH2:14]([N:13]([CH:9]1[CH2:10][CH2:11][CH2:12][C:7]([C:35]2[CH:36]=[N:37][CH:32]=[CH:33][C:34]=2[O:68][CH3:69])=[CH:8]1)[C:16]1[CH:21]=[CH:20][C:19]([C:22]#[N:23])=[C:18]([C:24]([F:27])([F:26])[F:25])[CH:17]=1)[CH3:15], predict the reactants needed to synthesize it. (3) Given the product [CH:35]1([O:34][C:31]2[CH:30]=[CH:29][C:28]([NH:27][C:26]([NH:56][CH:52]3[CH2:53][CH2:48][N:44]([C:2]4[C:11]5[C:6](=[CH:7][C:8]([O:14][CH3:15])=[C:9]([O:12][CH3:13])[CH:10]=5)[N:5]=[CH:4][N:3]=4)[CH2:51]3)=[O:40])=[CH:33][CH:32]=2)[CH2:36][CH2:37][CH2:38][CH2:39]1, predict the reactants needed to synthesize it. The reactants are: Cl[C:2]1[C:11]2[C:6](=[CH:7][C:8]([O:14][CH3:15])=[C:9]([O:12][CH3:13])[CH:10]=2)[N:5]=[CH:4][N:3]=1.[N+](C1C=CC(O[C:26](=[O:40])[NH:27][C:28]2[CH:33]=[CH:32][C:31]([O:34][CH:35]3[CH2:39][CH2:38][CH2:37][CH2:36]3)=[CH:30][CH:29]=2)=CC=1)([O-])=O.[N+]([N:44]([C:48]1[CH:53]=[CH:52][CH:51]=CC=1)C(=O)[O-])([O-])=O.CC#[N:56]. (4) Given the product [Br:1][C:2]1[C:3]([I:10])=[CH:4][C:5]([C:9]([OH:11])=[O:17])=[C:6]([F:8])[CH:7]=1, predict the reactants needed to synthesize it. The reactants are: [Br:1][C:2]1[CH:7]=[C:6]([F:8])[C:5]([CH3:9])=[CH:4][C:3]=1[I:10].[O-:11][Mn](=O)(=O)=O.[K+].[OH2:17]. (5) The reactants are: [NH:1]1[C:9]2[C:4](=[CH:5][C:6]([C:10]3[N:15]=[C:14]([C:16]([OH:18])=O)[CH:13]=[CH:12][CH:11]=3)=[CH:7][CH:8]=2)[CH:3]=[CH:2]1.CN(C(ON1N=N[C:29]2[CH:30]=[CH:31][CH:32]=[N:33][C:28]1=2)=[N+](C)C)C.F[P-](F)(F)(F)(F)F.[CH3:43][CH2:44]N(C(C)C)C(C)C. Given the product [CH:29]1([CH2:28][NH:33][C:16](=[O:18])[C:14]2[CH:13]=[CH:12][CH:11]=[C:10]([C:6]3[CH:5]=[C:4]4[C:9](=[CH:8][CH:7]=3)[NH:1][CH:2]=[CH:3]4)[N:15]=2)[CH2:30][CH2:31][CH2:32][CH2:44][CH2:43]1, predict the reactants needed to synthesize it.